Predict the reactants needed to synthesize the given product. From a dataset of Full USPTO retrosynthesis dataset with 1.9M reactions from patents (1976-2016). (1) Given the product [Br:1][C:2]1[CH:7]=[CH:6][C:5]([S:8]([N:11]2[C:19]3[C:14](=[CH:15][CH:16]=[CH:17][CH:18]=3)[CH:13]=[C:12]2[CH2:20][OH:21])(=[O:9])=[O:10])=[CH:4][CH:3]=1, predict the reactants needed to synthesize it. The reactants are: [Br:1][C:2]1[CH:7]=[CH:6][C:5]([S:8]([N:11]2[C:19]3[C:14](=[CH:15][CH:16]=[CH:17][CH:18]=3)[CH:13]=[C:12]2[C:20](OCC)=[O:21])(=[O:10])=[O:9])=[CH:4][CH:3]=1.O.O.O.O.O.O.O.O.O.O.S([O-])([O-])(=O)=O.[Na+].[Na+].CO.S([O-])([O-])(=O)=O.[Na+].[Na+]. (2) The reactants are: [C:1]([C:3]([OH:10])([CH2:7][CH2:8][CH3:9])[CH2:4][CH2:5][CH3:6])#[CH:2].Br[C:12]1[CH:13]=[C:14]([CH:17]=[CH:18][CH:19]=1)[C:15]#[N:16]. Given the product [OH:10][C:3]([CH2:7][CH2:8][CH3:9])([CH2:4][CH2:5][CH3:6])[C:1]#[C:2][C:12]1[CH:13]=[C:14]([CH:17]=[CH:18][CH:19]=1)[C:15]#[N:16], predict the reactants needed to synthesize it. (3) Given the product [N:23]1([CH2:18][CH2:17][CH2:16][CH2:15][N:12]2[C:11]([O:20][CH3:21])=[N:10][C:9]3[C:13]2=[N:14][C:6]([O:5][CH2:1][CH2:2][CH2:3][CH3:4])=[N:7][C:8]=3[NH2:22])[CH2:26][CH2:25][CH2:24]1, predict the reactants needed to synthesize it. The reactants are: [CH2:1]([O:5][C:6]1[N:14]=[C:13]2[C:9]([N:10]=[C:11]([O:20][CH3:21])[N:12]2[CH2:15][CH2:16][CH2:17][CH2:18]Cl)=[C:8]([NH2:22])[N:7]=1)[CH2:2][CH2:3][CH3:4].[NH:23]1[CH2:26][CH2:25][CH2:24]1.C(N(CC)C(C)C)(C)C. (4) Given the product [Cl:1][CH2:2][CH2:3][O:4][C:5]1[CH:11]=[CH:10][C:8]2[NH:9][C:15](=[O:14])[C:17]3[CH2:22][CH2:21][CH2:20][CH2:19][C:18]=3[C:7]=2[CH:6]=1, predict the reactants needed to synthesize it. The reactants are: [Cl:1][CH2:2][CH2:3][O:4][C:5]1[CH:11]=[CH:10][C:8]([NH2:9])=[CH:7][CH:6]=1.CC[O:14][C:15]([CH:17]1[C:22](=O)[CH2:21][CH2:20][CH2:19][CH2:18]1)=O.O.CCOC(C)=O. (5) Given the product [Br:1][C:2]1[CH:3]=[CH:4][C:5]2[O:14][CH2:13][CH2:12][N:11]3[C:7](=[N:8][C:9]([C:21]([OH:23])=[O:22])=[CH:10]3)[C:6]=2[CH:16]=1, predict the reactants needed to synthesize it. The reactants are: [Br:1][C:2]1[CH:3]=[CH:4][C:5]2[O:14][CH2:13][CH2:12][N:11]3[C:7](=[N:8][C:9](I)=[CH:10]3)[C:6]=2[CH:16]=1.CC[Mg+].[Br-].[C:21](=[O:23])=[O:22].Cl. (6) Given the product [F:24][C:21]1[CH:22]=[CH:23][C:18]([C:6]2[N:5]([CH2:4][CH:3]=[O:2])[C:9]3[C:10]([C:14]([O:16][CH3:17])=[O:15])=[CH:11][CH:12]=[CH:13][C:8]=3[N:7]=2)=[CH:19][CH:20]=1, predict the reactants needed to synthesize it. The reactants are: C[O:2][CH:3](OC)[CH2:4][N:5]1[C:9]2[C:10]([C:14]([O:16][CH3:17])=[O:15])=[CH:11][CH:12]=[CH:13][C:8]=2[N:7]=[C:6]1[C:18]1[CH:23]=[CH:22][C:21]([F:24])=[CH:20][CH:19]=1.O.FC(F)(F)C(O)=O. (7) Given the product [Br:1][C:2]1[C:10]2[C:9]([Cl:11])=[N:8][CH:7]=[N:6][C:5]=2[S:4][C:3]=1[C:18]1[CH:17]=[CH:16][CH:15]=[C:14]([F:13])[C:19]=1[F:20], predict the reactants needed to synthesize it. The reactants are: [Br:1][C:2]1[C:10]2[C:9]([Cl:11])=[N:8][CH:7]=[N:6][C:5]=2[S:4][C:3]=1I.[F:13][C:14]1[C:19]([F:20])=[CH:18][CH:17]=[CH:16][C:15]=1B1OC(C)(C)C(C)(C)O1.C(=O)([O-])[O-].[Cs+].[Cs+].C1COCC1. (8) Given the product [CH2:1]([NH:3][C:4]([C:6]1[CH:11]=[CH:10][C:9]([B:16]2[O:17][C:18]([CH3:20])([CH3:19])[C:14]([CH3:30])([CH3:13])[O:15]2)=[CH:8][N:7]=1)=[O:5])[CH3:2], predict the reactants needed to synthesize it. The reactants are: [CH2:1]([NH:3][C:4]([C:6]1[CH:11]=[CH:10][C:9](Br)=[CH:8][N:7]=1)=[O:5])[CH3:2].[CH3:13][C:14]1([CH3:30])[C:18]([CH3:20])([CH3:19])[O:17][B:16]([B:16]2[O:17][C:18]([CH3:20])([CH3:19])[C:14]([CH3:30])([CH3:13])[O:15]2)[O:15]1.C([O-])(=O)C.[K+].